This data is from Forward reaction prediction with 1.9M reactions from USPTO patents (1976-2016). The task is: Predict the product of the given reaction. (1) Given the reactants [C:1]([C:5]1[C:6](=[O:17])[NH:7][C:8]2[C:13]([CH:14]=1)=[CH:12][CH:11]=[C:10]([O:15][CH3:16])[N:9]=2)([CH3:4])([CH3:3])[CH3:2].Br[CH2:19][C:20]([O:22][CH3:23])=[O:21], predict the reaction product. The product is: [C:1]([C:5]1[C:6](=[O:17])[N:7]([CH2:19][C:20]([O:22][CH3:23])=[O:21])[C:8]2[C:13]([CH:14]=1)=[CH:12][CH:11]=[C:10]([O:15][CH3:16])[N:9]=2)([CH3:4])([CH3:2])[CH3:3]. (2) Given the reactants C([N:8]1[CH2:13][CH2:12][Si:11]([CH3:15])([CH3:14])[CH2:10][CH2:9]1)C1C=CC=CC=1.[ClH:16].C(OCC)C, predict the reaction product. The product is: [ClH:16].[CH3:14][Si:11]1([CH3:15])[CH2:12][CH2:13][NH:8][CH2:9][CH2:10]1. (3) The product is: [F:25][C:23]1([F:26])[O:22][C:21]2[CH:27]=[CH:28][C:18]([C:15]3([C:13]([NH:12][C:4]4[N:3]=[C:2]([C:34]5[CH:35]=[CH:36][C:31]([CH2:30][OH:29])=[CH:32][CH:33]=5)[C:11]5[C:6]([CH:5]=4)=[CH:7][CH:8]=[CH:9][CH:10]=5)=[O:14])[CH2:17][CH2:16]3)=[CH:19][C:20]=2[O:24]1. Given the reactants Br[C:2]1[C:11]2[C:6](=[CH:7][CH:8]=[CH:9][CH:10]=2)[CH:5]=[C:4]([NH:12][C:13]([C:15]2([C:18]3[CH:28]=[CH:27][C:21]4[O:22][C:23]([F:26])([F:25])[O:24][C:20]=4[CH:19]=3)[CH2:17][CH2:16]2)=[O:14])[N:3]=1.[OH:29][CH2:30][C:31]1[CH:36]=[CH:35][C:34](B(O)O)=[CH:33][CH:32]=1.C([O-])([O-])=O.[Na+].[Na+], predict the reaction product. (4) Given the reactants Br[CH2:2][C:3]([C:5]1[CH:10]=[CH:9][CH:8]=[CH:7][CH:6]=1)=O.[CH3:11][S:12][CH2:13][CH2:14][CH2:15][NH:16][C:17]([NH2:19])=[S:18].CN(C)C=O, predict the reaction product. The product is: [CH3:11][S:12][CH2:13][CH2:14][CH2:15][NH:16][C:17]1[S:18][CH:2]=[C:3]([C:5]2[CH:10]=[CH:9][CH:8]=[CH:7][CH:6]=2)[N:19]=1. (5) Given the reactants [CH3:1][O:2][C:3](=[O:17])[C:4]1[CH:9]=[C:8]([C:10]2[CH:15]=[CH:14][CH:13]=[CH:12][CH:11]=2)[CH:7]=[CH:6][C:5]=1[NH2:16].N1C=CC=CC=1.[C:24](Cl)(Cl)=[O:25].[C:28]1([C:36]2[CH:41]=[CH:40][CH:39]=[CH:38][CH:37]=2)[CH:33]=[CH:32][C:31]([CH2:34][OH:35])=[CH:30][CH:29]=1, predict the reaction product. The product is: [CH3:1][O:2][C:3]([C:4]1[CH:9]=[C:8]([C:10]2[CH:15]=[CH:14][CH:13]=[CH:12][CH:11]=2)[CH:7]=[CH:6][C:5]=1[NH:16][C:24]([O:35][CH2:34][C:31]1[CH:30]=[CH:29][C:28]([C:36]2[CH:37]=[CH:38][CH:39]=[CH:40][CH:41]=2)=[CH:33][CH:32]=1)=[O:25])=[O:17].